This data is from NCI-60 drug combinations with 297,098 pairs across 59 cell lines. The task is: Regression. Given two drug SMILES strings and cell line genomic features, predict the synergy score measuring deviation from expected non-interaction effect. Drug 1: CS(=O)(=O)CCNCC1=CC=C(O1)C2=CC3=C(C=C2)N=CN=C3NC4=CC(=C(C=C4)OCC5=CC(=CC=C5)F)Cl. Drug 2: CN(CCCl)CCCl.Cl. Cell line: NCIH23. Synergy scores: CSS=42.6, Synergy_ZIP=-7.25, Synergy_Bliss=-3.93, Synergy_Loewe=-1.82, Synergy_HSA=-1.29.